This data is from CYP2D6 inhibition data for predicting drug metabolism from PubChem BioAssay. The task is: Regression/Classification. Given a drug SMILES string, predict its absorption, distribution, metabolism, or excretion properties. Task type varies by dataset: regression for continuous measurements (e.g., permeability, clearance, half-life) or binary classification for categorical outcomes (e.g., BBB penetration, CYP inhibition). Dataset: cyp2d6_veith. The drug is O=C(NCCCN1CCC(Cc2ccccc2)CC1)C1CCN(S(=O)(=O)N2CCOCC2)CC1. The result is 1 (inhibitor).